This data is from Reaction yield outcomes from USPTO patents with 853,638 reactions. The task is: Predict the reaction yield, written as a fraction of the theoretical maximum amount of product (1.0 means a 100% yield; for example, 0.34 means a 34% yield). (1) The reactants are [CH2:1]([O:3][C:4](=[O:13])[C:5]1[CH:10]=[CH:9][C:8]([NH:11][NH2:12])=[CH:7][CH:6]=1)[CH3:2].O=[C:15]([CH3:19])[CH2:16][C:17]#[N:18].Cl. The catalyst is C(O)C. The product is [NH2:18][C:17]1[N:11]([C:8]2[CH:9]=[CH:10][C:5]([C:4]([O:3][CH2:1][CH3:2])=[O:13])=[CH:6][CH:7]=2)[N:12]=[C:15]([CH3:19])[CH:16]=1. The yield is 0.980. (2) The reactants are [F:1][C:2]([F:15])([F:14])[C:3]1[CH:4]=[C:5](Br)[CH:6]=[C:7]([C:9]([F:12])([F:11])[F:10])[CH:8]=1.[Mg].[Br-].[C:18](OC(=O)C)(=[O:20])[CH3:19].[OH-].[Na+]. The catalyst is C1COCC1.CC(OC)(C)C.O. The product is [F:1][C:2]([F:15])([F:14])[C:3]1[CH:4]=[C:5]([C:18](=[O:20])[CH3:19])[CH:6]=[C:7]([C:9]([F:12])([F:11])[F:10])[CH:8]=1. The yield is 0.820. (3) The catalyst is CC#N.O1CCOCC1. The reactants are Cl[C:2]1[CH:9]=[CH:8][C:5]([C:6]#[N:7])=[CH:4][N:3]=1.FC(F)(F)C(O)=O.[NH2:17][CH2:18][CH2:19][CH2:20][O:21][C:22]1[CH:23]=[C:24]2[C:28](=[CH:29][CH:30]=1)[C@H:27]([CH2:31][C:32]([O:34][CH2:35][CH3:36])=[O:33])[CH2:26][CH2:25]2. The yield is 0.540. The product is [C:6]([C:5]1[CH:8]=[CH:9][C:2]([NH:17][CH2:18][CH2:19][CH2:20][O:21][C:22]2[CH:23]=[C:24]3[C:28](=[CH:29][CH:30]=2)[C@H:27]([CH2:31][C:32]([O:34][CH2:35][CH3:36])=[O:33])[CH2:26][CH2:25]3)=[N:3][CH:4]=1)#[N:7]. (4) The reactants are [NH2:1][C:2]1[C:7]([F:8])=[C:6]([O:9][CH3:10])[CH:5]=[CH:4][C:3]=1[C:11](=[O:13])[CH3:12].[CH:14]([C:17]1[N:18]=[C:19]([C:22](Cl)=[O:23])[S:20][CH:21]=1)([CH3:16])[CH3:15].C(C1C=CC(OC)=CC=1NC(C1SC=C(C(C)C)N=1)=O)(=O)C. No catalyst specified. The product is [C:11]([C:3]1[C:2]([NH:1][C:22]([C:19]2[S:20][CH:21]=[C:17]([CH:14]([CH3:16])[CH3:15])[N:18]=2)=[O:23])=[C:7]([F:8])[C:6]([O:9][CH3:10])=[CH:5][CH:4]=1)(=[O:13])[CH3:12]. The yield is 0.840. (5) The reactants are [OH:1][N:2]=[C:3](Cl)[C:4]1[CH:15]=[CH:14][C:7]2[B:8]([OH:13])[O:9][C:10]([CH3:12])([CH3:11])[C:6]=2[CH:5]=1.[Cl:17][C:18]1[CH:23]=[C:22]([C:24]([C:26]([F:29])([F:28])[F:27])=[CH2:25])[CH:21]=[C:20]([Cl:30])[C:19]=1[Cl:31]. The catalyst is CN(C=O)C. The product is [CH3:11][C:10]1([CH3:12])[O:9][B:8]([OH:13])[C:7]2[CH:14]=[CH:15][C:4]([C:3]3[CH2:25][C:24]([C:22]4[CH:21]=[C:20]([Cl:30])[C:19]([Cl:31])=[C:18]([Cl:17])[CH:23]=4)([C:26]([F:29])([F:28])[F:27])[O:1][N:2]=3)=[CH:5][C:6]1=2. The yield is 0.300. (6) The reactants are [Br:1][C:2]1[CH:7]=[CH:6][C:5]([O:8][CH3:9])=[C:4]([N+:10]([O-])=O)[CH:3]=1.C(N(CC)CC)C. The catalyst is [Ni].C(O)C. The product is [Br:1][C:2]1[CH:7]=[CH:6][C:5]([O:8][CH3:9])=[C:4]([CH:3]=1)[NH2:10]. The yield is 1.04. (7) The reactants are [Br:1][C:2]1[CH:7]=[CH:6][CH:5]=[CH:4][C:3]=1[S:8]([C:11]1[CH:18]=[CH:17][C:14]([CH:15]=O)=[CH:13][CH:12]=1)(=[O:10])=[O:9].[F:19][C:20]1[CH:32]=[C:31]([F:33])[CH:30]=[CH:29][C:21]=1[CH2:22]P(=O)(OC)OC.C1OCCOCCOCCOCCOC1.[H-].[Na+].C(=O)([O-])[O-].[Na+].[Na+]. The catalyst is O1CCCC1.C(OCC)(=O)C. The product is [Br:1][C:2]1[CH:7]=[CH:6][CH:5]=[CH:4][C:3]=1[S:8]([C:11]1[CH:18]=[CH:17][C:14](/[CH:15]=[CH:22]/[C:21]2[CH:29]=[CH:30][C:31]([F:33])=[CH:32][C:20]=2[F:19])=[CH:13][CH:12]=1)(=[O:10])=[O:9]. The yield is 0.690. (8) The reactants are [C:1]([O:9][CH:10]1[C:18]2[C:13](=[CH:14][CH:15]=[C:16]([Cl:19])[CH:17]=2)[N:12]([CH2:20][CH2:21][CH3:22])[C:11]1=[O:23])(=[O:8])[C:2]1[CH:7]=[CH:6][CH:5]=[CH:4][CH:3]=1.C[Si]([N-][Si](C)(C)C)(C)C.[K+].C(O[CH2:43][C:44]1[C:52]2[C:47](=[CH:48][CH:49]=[CH:50][CH:51]=2)[N:46](C(=O)C2C=CC=CC=2)[CH:45]=1)(=O)C1C=CC=CC=1.Cl. The catalyst is C(OCC)(=O)C. The product is [C:1]([O:9][C:10]1([CH2:43][C:44]2[C:52]3[C:47](=[CH:48][CH:49]=[CH:50][CH:51]=3)[NH:46][CH:45]=2)[C:18]2[C:13](=[CH:14][CH:15]=[C:16]([Cl:19])[CH:17]=2)[N:12]([CH2:20][CH2:21][CH3:22])[C:11]1=[O:23])(=[O:8])[C:2]1[CH:7]=[CH:6][CH:5]=[CH:4][CH:3]=1. The yield is 0.430. (9) The reactants are [P:1]([O:19][C:20]([C:23]1[N:28]=[CH:27][C:26]([C:29]2[C:43]([F:44])=[C:42]([C@H:45]3[CH2:49][CH2:48][CH2:47][O:46]3)[C:32]3[NH:33][C:34]([NH:36][C:37]([NH:39][CH2:40][CH3:41])=[O:38])=[N:35][C:31]=3[CH:30]=2)=[CH:25][N:24]=1)([CH3:22])[CH3:21])([O:11]CC1C=CC=CC=1)([O:3]CC1C=CC=CC=1)=[O:2].CCO.[OH-].[Na+:54]. The catalyst is [Pd].O. The product is [P:1]([O-:11])([O-:3])([O:19][C:20]([C:23]1[N:28]=[CH:27][C:26]([C:29]2[C:43]([F:44])=[C:42]([C@H:45]3[CH2:49][CH2:48][CH2:47][O:46]3)[C:32]3[NH:33][C:34]([NH:36][C:37]([NH:39][CH2:40][CH3:41])=[O:38])=[N:35][C:31]=3[CH:30]=2)=[CH:25][N:24]=1)([CH3:21])[CH3:22])=[O:2].[Na+:54].[Na+:54]. The yield is 0.941. (10) The reactants are [NH2:1][C:2]1[CH:14]=[CH:13][C:12]2[C:11]3[C:6](=[CH:7][CH:8]=[CH:9][CH:10]=3)[C:5]3([C:26]4[CH:25]=[CH:24][CH:23]=[CH:22][C:21]=4[C:20]4[C:15]3=[CH:16][CH:17]=[CH:18][CH:19]=4)[C:4]=2[C:3]=1N.I[C:29]1[CH:34]=[CH:33][C:32]([CH3:35])=[CH:31][CH:30]=1.[CH3:36][C:37]([CH3:40])([O-])[CH3:38].[Na+].[C:51](P([C:51]([CH3:54])([CH3:53])[CH3:52])[C:51]([CH3:54])([CH3:53])[CH3:52])([CH3:54])([CH3:53])[CH3:52]. The catalyst is CC([O-])=O.CC([O-])=O.[Pd+2].C1(C)C=CC=CC=1. The product is [CH3:35][C:32]1[CH:33]=[CH:34][C:29]([N:1]([C:17]2[CH:18]=[CH:19][C:20]3[C:21]4[C:26]([C:5]5([C:4]6[CH:3]=[C:2]([N:1]([C:12]7[CH:4]=[CH:53][C:51]([CH3:52])=[CH:54][CH:13]=7)[C:9]7[CH:8]=[CH:7][C:6]([CH3:5])=[CH:11][CH:10]=7)[CH:14]=[CH:13][C:12]=6[C:11]6[C:6]5=[CH:7][CH:8]=[CH:9][CH:10]=6)[C:15]=3[CH:16]=2)=[CH:25][CH:24]=[CH:23][CH:22]=4)[C:2]2[CH:14]=[CH:38][C:37]([CH3:40])=[CH:36][CH:3]=2)=[CH:30][CH:31]=1. The yield is 0.720.